From a dataset of TCR-epitope binding with 47,182 pairs between 192 epitopes and 23,139 TCRs. Binary Classification. Given a T-cell receptor sequence (or CDR3 region) and an epitope sequence, predict whether binding occurs between them. (1) The epitope is ELAGIGILTV. The TCR CDR3 sequence is CASSQTRGEGDEQYF. Result: 1 (the TCR binds to the epitope). (2) The epitope is LLSAGIFGA. The TCR CDR3 sequence is CASGYEQFF. Result: 0 (the TCR does not bind to the epitope). (3) The epitope is GILGFVFTL. The TCR CDR3 sequence is CASSLTEEGFNEQFF. Result: 0 (the TCR does not bind to the epitope). (4) The epitope is GLNKIVRMY. The TCR CDR3 sequence is CASSPGGGTQETQYF. Result: 0 (the TCR does not bind to the epitope). (5) The epitope is RLRPGGKKK. The TCR CDR3 sequence is CASSLSGEAGGRYNEQFF. Result: 1 (the TCR binds to the epitope).